This data is from Reaction yield outcomes from USPTO patents with 853,638 reactions. The task is: Predict the reaction yield, written as a fraction of the theoretical maximum amount of product (1.0 means a 100% yield; for example, 0.34 means a 34% yield). (1) The product is [CH3:37][N:32]1[C:31]([C:29]([NH:28][C:24]2[CH:23]=[C:22]([CH:27]=[CH:26][CH:25]=2)[C:20]([C:16]2[CH:15]=[C:14]3[C:19]([C:11](=[CH:10][NH:9][C:6]4[CH:5]=[CH:4][C:3]([CH2:2][O:1][C:44](=[O:45])[CH2:43][N:41]([CH3:42])[CH3:40])=[CH:8][CH:7]=4)[C:12](=[O:38])[NH:13]3)=[CH:18][CH:17]=2)=[O:21])=[O:30])=[CH:35][C:34]([CH3:36])=[N:33]1. The yield is 0.670. The reactants are [OH:1][CH2:2][C:3]1[CH:8]=[CH:7][C:6]([NH:9][CH:10]=[C:11]2[C:19]3[C:14](=[CH:15][C:16]([C:20]([C:22]4[CH:23]=[C:24]([NH:28][C:29]([C:31]5[N:32]([CH3:37])[N:33]=[C:34]([CH3:36])[CH:35]=5)=[O:30])[CH:25]=[CH:26][CH:27]=4)=[O:21])=[CH:17][CH:18]=3)[NH:13][C:12]2=[O:38])=[CH:5][CH:4]=1.Cl.[CH3:40][N:41]([CH2:43][C:44](Cl)=[O:45])[CH3:42].C(N(CC)CC)C. The catalyst is CN(C=O)C. (2) The reactants are [C:1]([C:5]1[CH:9]=[C:8]([NH:10][C:11]([NH:13][C@@H:14]2[C:23]3[C:18](=[CH:19][CH:20]=[CH:21][CH:22]=3)[C@H:17]([O:24][C:25]3[CH:26]=[CH:27][C:28]4[N:29]([C:31]([N:34]5[C@H:39]([CH3:40])[CH2:38][CH2:37][CH2:36][C@@H:35]5[CH3:41])=[N:32][N:33]=4)[CH:30]=3)[CH2:16][CH2:15]2)=[O:12])[N:7]([C:42]2[CH:46]=[CH:45][N:44]([CH2:47][CH2:48][O:49]S(C)(=O)=O)[N:43]=2)[N:6]=1)([CH3:4])([CH3:3])[CH3:2].[CH3:54][NH:55][CH3:56].C1C[O:60]CC1. No catalyst specified. The product is [CH:48]([OH:49])=[O:60].[C:1]([C:5]1[CH:9]=[C:8]([NH:10][C:11]([NH:13][C@@H:14]2[C:23]3[C:18](=[CH:19][CH:20]=[CH:21][CH:22]=3)[C@H:17]([O:24][C:25]3[CH:26]=[CH:27][C:28]4[N:29]([C:31]([N:34]5[C@H:39]([CH3:40])[CH2:38][CH2:37][CH2:36][C@@H:35]5[CH3:41])=[N:32][N:33]=4)[CH:30]=3)[CH2:16][CH2:15]2)=[O:12])[N:7]([C:42]2[CH:46]=[CH:45][N:44]([CH2:47][CH2:48][N:55]([CH3:56])[CH3:54])[N:43]=2)[N:6]=1)([CH3:2])([CH3:3])[CH3:4]. The yield is 0.430. (3) The reactants are [CH2:1]([N:3]([CH2:6][C@H:7]1[N:12]([C:13](=O)[CH2:14][C@@H:15]([NH:24][C:25]2[CH:30]=[CH:29][C:28]([S:31]([NH2:34])(=[O:33])=[O:32])=[CH:27][C:26]=2[S:35]([C:38]([F:41])([F:40])[F:39])(=[O:37])=[O:36])[CH2:16][S:17][C:18]2[CH:23]=[CH:22][CH:21]=[CH:20][CH:19]=2)[CH2:11][CH2:10][O:9][CH2:8]1)[CH2:4][CH3:5])[CH3:2].CO.Cl.C(=O)([O-])[O-].[Na+].[Na+]. The catalyst is C(OCC)(=O)C. The product is [CH2:1]([N:3]([CH2:6][C@H:7]1[N:12]([CH2:13][CH2:14][C@@H:15]([NH:24][C:25]2[CH:30]=[CH:29][C:28]([S:31]([NH2:34])(=[O:32])=[O:33])=[CH:27][C:26]=2[S:35]([C:38]([F:40])([F:39])[F:41])(=[O:37])=[O:36])[CH2:16][S:17][C:18]2[CH:19]=[CH:20][CH:21]=[CH:22][CH:23]=2)[CH2:11][CH2:10][O:9][CH2:8]1)[CH2:4][CH3:5])[CH3:2]. The yield is 0.560. (4) The catalyst is C1COCC1. The reactants are [CH3:1][C:2]([C:4]1[CH:13]=[CH:12][C:11]2[C:6](=[CH:7][CH:8]=[CH:9][CH:10]=2)[CH:5]=1)=O.O. The yield is 0.750. The product is [CH:5]1[C:6]2[C:11](=[CH:10][CH:9]=[CH:8][CH:7]=2)[CH:12]=[CH:13][C:4]=1[C:2]([C:4]1[CH:13]=[CH:12][CH:11]=[CH:6][CH:5]=1)=[CH2:1]. (5) The reactants are [Cl:1][C:2]1[CH:9]=[CH:8][C:5]([CH2:6][NH2:7])=[CH:4][CH:3]=1.[OH:10][C:11]1[C:16]2[CH:17]=[CH:18][S:19][C:15]=2[CH:14]=[CH:13][C:12]=1[C:20](OC)=[O:21]. The catalyst is C(OCC)(=O)C.CO. The product is [Cl:1][C:2]1[CH:9]=[CH:8][C:5]([CH2:6][NH:7][C:20]([C:12]2[CH:13]=[CH:14][C:15]3[S:19][CH:18]=[CH:17][C:16]=3[C:11]=2[OH:10])=[O:21])=[CH:4][CH:3]=1. The yield is 0.680.